This data is from Forward reaction prediction with 1.9M reactions from USPTO patents (1976-2016). The task is: Predict the product of the given reaction. (1) Given the reactants C([O:8][C:9]([C:11]1[N:12]=[C:13]([CH:16]([CH2:22][C:23]2[CH:28]=[CH:27][C:26]([O:29][CH2:30][CH2:31][C:32]3[CH:37]=[CH:36][CH:35]=[C:34]([NH:38][CH3:39])[N:33]=3)=[CH:25][CH:24]=2)[CH2:17][C:18]([O:20][CH3:21])=[O:19])[O:14][CH:15]=1)=[O:10])C1C=CC=CC=1, predict the reaction product. The product is: [C:9]([C:11]1[N:12]=[C:13]([CH:16]([CH2:22][C:23]2[CH:28]=[CH:27][C:26]([O:29][CH2:30][CH2:31][C:32]3[CH:37]=[CH:36][CH:35]=[C:34]([NH:38][CH3:39])[N:33]=3)=[CH:25][CH:24]=2)[CH2:17][C:18]([O:20][CH3:21])=[O:19])[O:14][CH:15]=1)([OH:10])=[O:8]. (2) The product is: [CH3:1][N:2]1[CH:8]2[CH2:9][CH2:10][CH:3]1[CH2:4][NH:5][C:6](=[O:11])[CH2:7]2. Given the reactants [CH3:1][N:2]1[CH:8]2[CH2:9][CH2:10][CH:3]1[CH2:4][NH:5][CH2:6][CH2:7]2.[OH:11]S(O)(=O)=O.CN1C2CCC1CC(=O)C2.[N-]=[N+]=[N-].[Na+].C([O-])([O-])=O.[Na+].[Na+].[OH-].[Na+], predict the reaction product. (3) Given the reactants CC1(C)C(C)(C)OB([C:9]2[CH:10]=[C:11]3[CH:17]=[CH:16][NH:15][C:12]3=[N:13][CH:14]=2)O1.Cl[C:20]1[N:25]=[C:24]([N:26]2[C:34]3[C:29](=[CH:30][CH:31]=[CH:32][CH:33]=3)[CH2:28][CH2:27]2)[CH:23]=[N:22][CH:21]=1.C([O-])([O-])=O.[Cs+].[Cs+], predict the reaction product. The product is: [N:26]1([C:24]2[N:25]=[C:20]([C:9]3[CH:10]=[C:11]4[CH:17]=[CH:16][NH:15][C:12]4=[N:13][CH:14]=3)[CH:21]=[N:22][CH:23]=2)[C:34]2[C:29](=[CH:30][CH:31]=[CH:32][CH:33]=2)[CH2:28][CH2:27]1. (4) Given the reactants [CH3:1][C:2]([CH3:33])([CH3:32])[CH2:3][CH2:4][CH:5]([C:16]1[CH:17]=[N:18][C:19]([C:22]2[CH:27]=[CH:26][C:25]([C:28]([F:31])([F:30])[F:29])=[CH:24][CH:23]=2)=[CH:20][CH:21]=1)[O:6][C:7]1[CH:15]=[CH:14][C:10]([C:11](O)=[O:12])=[CH:9][CH:8]=1.ClC1C(OC)=NN=NC=1OC.CN1CCOCC1.[CH3:52][O:53][C:54](=[O:59])[CH2:55][CH:56]([NH2:58])[CH3:57], predict the reaction product. The product is: [CH3:52][O:53][C:54](=[O:59])[CH2:55][CH:56]([NH:58][C:11](=[O:12])[C:10]1[CH:9]=[CH:8][C:7]([O:6][CH:5]([C:16]2[CH:17]=[N:18][C:19]([C:22]3[CH:23]=[CH:24][C:25]([C:28]([F:31])([F:30])[F:29])=[CH:26][CH:27]=3)=[CH:20][CH:21]=2)[CH2:4][CH2:3][C:2]([CH3:1])([CH3:33])[CH3:32])=[CH:15][CH:14]=1)[CH3:57]. (5) Given the reactants Br[C:2]1[CH:7]=[CH:6][C:5]([N:8]2[C:12]([C:13]3[CH:18]=[CH:17][N:16]=[CH:15]N=3)=[CH:11][CH:10]=[N:9]2)=[CH:4][CH:3]=1.[C:19]([Si:21]([CH3:24])([CH3:23])[CH3:22])#[CH:20].O.[CH3:26]CN(CC)CC.O1CCOCC1, predict the reaction product. The product is: [CH3:22][Si:21]([C:19]#[C:20][C:2]1[CH:3]=[CH:4][C:5]([N:8]2[C:12]([C:13]3[CH:18]=[CH:17][N:16]=[CH:15][CH:26]=3)=[CH:11][CH:10]=[N:9]2)=[CH:6][CH:7]=1)([CH3:24])[CH3:23]. (6) Given the reactants [O:1]1[C:6]2[CH:7]=[CH:8][CH:9]=[CH:10][C:5]=2[NH:4][CH2:3][CH2:2]1.[OH:11][C:12]1[CH:20]=[CH:19][C:15]([C:16](Cl)=[O:17])=[CH:14][C:13]=1[C:21]([F:24])([F:23])[F:22], predict the reaction product. The product is: [O:1]1[C:6]2[CH:7]=[CH:8][CH:9]=[CH:10][C:5]=2[N:4]([C:16]([C:15]2[CH:19]=[CH:20][C:12]([OH:11])=[C:13]([C:21]([F:22])([F:23])[F:24])[CH:14]=2)=[O:17])[CH2:3][CH2:2]1.